Task: Predict the reaction yield, written as a fraction of the theoretical maximum amount of product (1.0 means a 100% yield; for example, 0.34 means a 34% yield).. Dataset: Reaction yield outcomes from USPTO patents with 853,638 reactions (1) The product is [CH3:1][O:2][C:3](=[O:18])[CH2:4][CH2:5][CH2:6][O:7][C:8]1[CH:13]=[C:12]([N+:19]([O-:21])=[O:20])[C:11]([CH:14]=[O:15])=[CH:10][C:9]=1[O:16][CH3:17]. The catalyst is C(OC(=O)C)(=O)C. The yield is 0.620. The reactants are [CH3:1][O:2][C:3](=[O:18])[CH2:4][CH2:5][CH2:6][O:7][C:8]1[CH:13]=[CH:12][C:11]([CH:14]=[O:15])=[CH:10][C:9]=1[O:16][CH3:17].[N+:19]([O-])([OH:21])=[O:20].O. (2) The reactants are [Br:1][C:2]1[C:10]2[C:5](=[CH:6][CH:7]=[C:8]([C:11]#[N:12])[CH:9]=2)[N:4]([CH:13]2[CH2:18][CH2:17][CH2:16][CH2:15][O:14]2)[N:3]=1.[OH:19]O.[OH-].[Na+].Cl. The catalyst is C(O)C.O. The product is [Br:1][C:2]1[C:10]2[C:5](=[CH:6][CH:7]=[C:8]([C:11]([NH2:12])=[O:19])[CH:9]=2)[N:4]([CH:13]2[CH2:18][CH2:17][CH2:16][CH2:15][O:14]2)[N:3]=1. The yield is 0.970.